From a dataset of Catalyst prediction with 721,799 reactions and 888 catalyst types from USPTO. Predict which catalyst facilitates the given reaction. (1) Reactant: [O:1]1[CH:6]=[CH:5][CH2:4][CH2:3][CH2:2]1.[C:7]([SiH2:11][O:12][C:13]([CH3:32])([CH3:31])[C:14]1[CH:19]=[CH:18][C:17]([CH:20]([OH:30])[C:21]2[CH:22]=[CH:23][C:24]([F:29])=[C:25]([CH:28]=2)[C:26]#[N:27])=[CH:16][CH:15]=1)([CH3:10])([CH3:9])[CH3:8].[NH+]1C=CC=CC=1.C1(C)C(S([O-])(=O)=O)=CC=CC=1. Product: [C:7]([SiH2:11][O:12][C:13]([CH3:32])([CH3:31])[C:14]1[CH:15]=[CH:16][C:17]([CH:20]([O:30][CH:6]2[CH2:5][CH2:4][CH2:3][CH2:2][O:1]2)[C:21]2[CH:22]=[CH:23][C:24]([F:29])=[C:25]([CH:28]=2)[C:26]#[N:27])=[CH:18][CH:19]=1)([CH3:10])([CH3:8])[CH3:9]. The catalyst class is: 4. (2) Reactant: [CH3:1][O:2][C:3](=[O:14])[CH2:4][C:5]1[CH:10]=[CH:9][CH:8]=[CH:7][C:6]=1[N+:11]([O-:13])=[O:12].IC.[CH3:17]S(C)=O.C(=O)([O-])[O-].[Cs+].[Cs+]. Product: [CH3:1][O:2][C:3](=[O:14])[CH:4]([C:5]1[CH:10]=[CH:9][CH:8]=[CH:7][C:6]=1[N+:11]([O-:13])=[O:12])[CH3:17]. The catalyst class is: 6. (3) Reactant: C(OC([NH:8][C:9]1[CH:14]=[CH:13][CH:12]=[CH:11][C:10]=1[NH:15][C:16]([C:18]1[N:23]=[CH:22][C:21]([C:24]2[CH:25]=[N:26][CH:27]=[CH:28][CH:29]=2)=[CH:20][CH:19]=1)=[O:17])=O)(C)(C)C.Cl. Product: [NH2:8][C:9]1[CH:14]=[CH:13][CH:12]=[CH:11][C:10]=1[NH:15][C:16]([C:18]1[N:23]=[CH:22][C:21]([C:24]2[CH:25]=[N:26][CH:27]=[CH:28][CH:29]=2)=[CH:20][CH:19]=1)=[O:17]. The catalyst class is: 12. (4) Reactant: [F:1][C:2]([F:15])([F:14])[C:3]1[N:4]=[C:5]([OH:13])[C:6]2[CH2:12][CH2:11][NH:10][CH2:9][C:7]=2[N:8]=1.[C:16](O[C:16]([O:18][C:19]([CH3:22])([CH3:21])[CH3:20])=[O:17])([O:18][C:19]([CH3:22])([CH3:21])[CH3:20])=[O:17]. Product: [OH:13][C:5]1[C:6]2[CH2:12][CH2:11][N:10]([C:16]([O:18][C:19]([CH3:22])([CH3:21])[CH3:20])=[O:17])[CH2:9][C:7]=2[N:8]=[C:3]([C:2]([F:1])([F:14])[F:15])[N:4]=1. The catalyst class is: 7. (5) Reactant: Br[CH2:2][C:3]1[CH:8]=[CH:7][C:6]([C:9]2[CH:14]=[CH:13][CH:12]=[CH:11][C:10]=2[C:15]#[N:16])=[CH:5][CH:4]=1.[C:17](=[O:20])([O-:19])[O-].[K+].[K+].[I-].[K+].[CH3:25][O:26][C:27](=[O:33])[C@H:28]([CH:30]([CH3:32])[CH3:31])[NH2:29]. Product: [C:27]([OH:33])(=[O:26])[C:17]([OH:19])=[O:20].[CH3:25][O:26][C:27](=[O:33])[C@H:28]([CH:30]([CH3:32])[CH3:31])[NH:29][CH2:2][C:3]1[CH:8]=[CH:7][C:6]([C:9]2[CH:14]=[CH:13][CH:12]=[CH:11][C:10]=2[C:15]#[N:16])=[CH:5][CH:4]=1. The catalyst class is: 10.